From a dataset of Acute oral toxicity (LD50) regression data from Zhu et al.. Regression/Classification. Given a drug SMILES string, predict its toxicity properties. Task type varies by dataset: regression for continuous values (e.g., LD50, hERG inhibition percentage) or binary classification for toxic/non-toxic outcomes (e.g., AMES mutagenicity, cardiotoxicity, hepatotoxicity). Dataset: ld50_zhu. (1) The compound is Cc1ccc(OP(=O)(Oc2ccccc2)Oc2ccccc2)cc1. The rat oral LD50 is 2.38, given as -log10 of the dose in mol/kg body weight (higher means more acutely toxic). (2) The compound is Fc1c(Cl)c(Cl)c(Cl)c2[nH]c(C(F)(F)F)nc12. The rat oral LD50 is 5.56, given as -log10 of the dose in mol/kg body weight (higher means more acutely toxic). (3) The molecule is NCCNCCNCc1ccccc1O. The rat oral LD50 is 1.96, given as -log10 of the dose in mol/kg body weight (higher means more acutely toxic). (4) The compound is CN(C)CCCC1c2ccccc2Nc2ccc(Cl)cc21. The rat oral LD50 is 2.90, given as -log10 of the dose in mol/kg body weight (higher means more acutely toxic). (5) The molecule is CCN(CC)C(C)CN1c2ccccc2Sc2ccccc21. The rat oral LD50 is 2.26, given as -log10 of the dose in mol/kg body weight (higher means more acutely toxic). (6) The molecule is Cc1cccc(C)c1N(CC1OCCO1)C(=O)CCl. The rat oral LD50 is 1.98, given as -log10 of the dose in mol/kg body weight (higher means more acutely toxic).